This data is from Full USPTO retrosynthesis dataset with 1.9M reactions from patents (1976-2016). The task is: Predict the reactants needed to synthesize the given product. (1) Given the product [CH2:6]([O:8][C:9](=[O:16])[C:10]([OH:11])([C:12]([F:13])([F:15])[F:14])[CH2:3][C:2](=[CH2:1])[CH3:4])[CH3:7], predict the reactants needed to synthesize it. The reactants are: [CH2:1](Br)[C:2](=[CH2:4])[CH3:3].[CH2:6]([O:8][C:9](=[O:16])[C:10]([C:12]([F:15])([F:14])[F:13])=[O:11])[CH3:7].[Cl-].[NH4+].C(OCC)(=O)C. (2) Given the product [NH2:6][C:4]([C:3]1[CH:7]=[C:8]([CH3:11])[CH:9]=[CH:10][C:2]=1[NH:1][C:20](=[O:26])[C:21]([O:23][CH2:24][CH3:25])=[O:22])=[O:5], predict the reactants needed to synthesize it. The reactants are: [NH2:1][C:2]1[CH:10]=[CH:9][C:8]([CH3:11])=[CH:7][C:3]=1[C:4]([NH2:6])=[O:5].C(N(CC)CC)C.Cl[C:20](=[O:26])[C:21]([O:23][CH2:24][CH3:25])=[O:22]. (3) Given the product [CH2:1]([O:4][C:5]1[CH:10]=[CH:9][C:8]([CH2:11][SH:15])=[CH:7][CH:6]=1)[CH:2]=[CH2:3], predict the reactants needed to synthesize it. The reactants are: [CH2:1]([O:4][C:5]1[CH:10]=[CH:9][C:8]([CH2:11]Cl)=[CH:7][CH:6]=1)[CH:2]=[CH2:3].NC(N)=[S:15].O.N. (4) Given the product [C:11]([O:10][C:9]([NH:8][C@@H:7]1[CH2:6][CH2:5][CH2:4][N:3]([C:26]([O:28][CH2:29][C:30]2[CH:35]=[CH:34][CH:33]=[CH:32][CH:31]=2)=[O:27])[C@H:2]1[CH3:1])=[O:15])([CH3:14])([CH3:13])[CH3:12], predict the reactants needed to synthesize it. The reactants are: [CH3:1][C@H:2]1[C@H:7]([NH:8][C:9](=[O:15])[O:10][C:11]([CH3:14])([CH3:13])[CH3:12])[CH2:6][CH2:5][CH2:4][NH:3]1.C(N(C(C)C)CC)(C)C.Cl[C:26]([O:28][CH2:29][C:30]1[CH:35]=[CH:34][CH:33]=[CH:32][CH:31]=1)=[O:27]. (5) The reactants are: [NH2:1][CH2:2][C@H:3]1[C@@H:8]([CH3:9])[CH2:7][CH2:6][CH2:5][N:4]1[C:10]([C:12]1[N:13]=[C:14]([CH3:24])[S:15][C:16]=1[C:17]1[CH:22]=[CH:21][C:20]([F:23])=[CH:19][CH:18]=1)=[O:11].[Cl:25][C:26]1[N:31]=[C:30](Cl)[CH:29]=[CH:28][N:27]=1.C([O-])([O-])=O.[K+].[K+]. Given the product [Cl:25][C:26]1[N:31]=[C:30]([NH:1][CH2:2][C@H:3]2[C@@H:8]([CH3:9])[CH2:7][CH2:6][CH2:5][N:4]2[C:10]([C:12]2[N:13]=[C:14]([CH3:24])[S:15][C:16]=2[C:17]2[CH:18]=[CH:19][C:20]([F:23])=[CH:21][CH:22]=2)=[O:11])[CH:29]=[CH:28][N:27]=1, predict the reactants needed to synthesize it. (6) Given the product [CH3:1][O:9][C:10]1[CH:23]=[CH:22][C:13]2[C:14]([C:17]([O:19][CH2:20][CH3:21])=[O:18])=[N:15][O:16][C:12]=2[CH:11]=1, predict the reactants needed to synthesize it. The reactants are: [C:1](=O)([O-])[O-].[K+].[K+].IC.[OH:9][C:10]1[CH:23]=[CH:22][C:13]2[C:14]([C:17]([O:19][CH2:20][CH3:21])=[O:18])=[N:15][O:16][C:12]=2[CH:11]=1. (7) The reactants are: [F:1][C:2]1[CH:3]=[C:4]([CH2:17][OH:18])[CH:5]=[C:6]([F:16])[C:7]=1[O:8][C:9]1[CH:14]=[CH:13][C:12]([F:15])=[CH:11][CH:10]=1.Cl[C:20]1[CH:31]=[C:24]2[N:25]([CH3:30])[C@@H:26]([CH3:29])[CH2:27][CH2:28][N:23]2[C:22](=[O:32])[N:21]=1. Given the product [F:1][C:2]1[CH:3]=[C:4]([CH:5]=[C:6]([F:16])[C:7]=1[O:8][C:9]1[CH:10]=[CH:11][C:12]([F:15])=[CH:13][CH:14]=1)[CH2:17][O:18][C:20]1[CH:31]=[C:24]2[N:25]([CH3:30])[C@@H:26]([CH3:29])[CH2:27][CH2:28][N:23]2[C:22](=[O:32])[N:21]=1, predict the reactants needed to synthesize it. (8) Given the product [CH3:1][N:2]([CH2:37][C:34]1[CH:35]=[CH:36][C:31]([NH:30][C:28]([NH:27][C:24]2[CH:25]=[CH:26][C:21]([N:16]3[CH:15]=[N:14][C:13]4[C:17]3=[N:18][CH:19]=[N:20][C:12]=4[NH:10][CH3:9])=[CH:22][CH:23]=2)=[O:29])=[CH:32][C:33]=1[C:39]([F:42])([F:40])[F:41])[CH3:3], predict the reactants needed to synthesize it. The reactants are: [CH3:1][NH:2][CH3:3].C(O[C:9](=O)[N:10]([C:12]1[N:20]=[CH:19][N:18]=[C:17]2[C:13]=1[N:14]=[CH:15][N:16]2[C:21]1[CH:26]=[CH:25][C:24]([NH:27][C:28]([NH:30][C:31]2[CH:36]=[CH:35][C:34]([CH:37]=O)=[C:33]([C:39]([F:42])([F:41])[F:40])[CH:32]=2)=[O:29])=[CH:23][CH:22]=1)C)(C)(C)C. (9) The reactants are: Cl[C:2]1[N:7]=[CH:6][C:5]([O:8][CH2:9][C:10]2[C:15]([Cl:16])=[C:14]([O:17][CH3:18])[CH:13]=[C:12]([O:19][CH3:20])[C:11]=2[Cl:21])=[CH:4][N:3]=1.[CH3:22][O:23][C:24]1[CH:25]=[C:26]([CH:28]=[CH:29][C:30]=1[CH:31]1[CH2:36][CH2:35][N:34]([CH3:37])[CH2:33][CH2:32]1)[NH2:27].C1(P(C2CCCCC2)C2C=CC=CC=2C2C(C(C)C)=CC(C(C)C)=CC=2C(C)C)CCCCC1.C(=O)([O-])[O-].[K+].[K+]. Given the product [Cl:21][C:11]1[C:12]([O:19][CH3:20])=[CH:13][C:14]([O:17][CH3:18])=[C:15]([Cl:16])[C:10]=1[CH2:9][O:8][C:5]1[CH:4]=[N:3][C:2]([NH:27][C:26]2[CH:28]=[CH:29][C:30]([CH:31]3[CH2:32][CH2:33][N:34]([CH3:37])[CH2:35][CH2:36]3)=[C:24]([O:23][CH3:22])[CH:25]=2)=[N:7][CH:6]=1, predict the reactants needed to synthesize it. (10) Given the product [CH3:8][C:5]1[CH:6]=[CH:7][C:2]2[NH:1][C:12](=[O:13])[CH2:11][O:9][C:3]=2[CH:4]=1, predict the reactants needed to synthesize it. The reactants are: [NH2:1][C:2]1[CH:7]=[CH:6][C:5]([CH3:8])=[CH:4][C:3]=1[OH:9].Cl[CH2:11][C:12](Cl)=[O:13].C(=O)([O-])[O-].[K+].[K+].